The task is: Binary Classification. Given a drug SMILES string, predict its activity (active/inactive) in a high-throughput screening assay against a specified biological target.. This data is from In vitro SARS-CoV-2 activity screen of 1,480 approved drugs from Prestwick library. (1) The compound is CC(C)C1CCC(C(=O)N[C@H](Cc2ccccc2)C(=O)O)CC1. The result is 0 (inactive). (2) The compound is CN(C)CCC=C1c2ccccc2CCc2ccccc21.Cl. The result is 0 (inactive). (3) The drug is Cn1c(=O)c2c(ncn2C)n(C)c1=O. The result is 0 (inactive). (4) The molecule is O=C1CN2Cc3c(ccc(Cl)c3Cl)N=C2N1. The result is 0 (inactive). (5) The compound is CNCCC(Oc1ccc(C(F)(F)F)cc1)c1ccccc1.Cl. The result is 0 (inactive). (6) The drug is COc1cccc([C@@]2(O)CCCC[C@@H]2CN(C)C)c1.Cl. The result is 0 (inactive).